This data is from Full USPTO retrosynthesis dataset with 1.9M reactions from patents (1976-2016). The task is: Predict the reactants needed to synthesize the given product. Given the product [NH2:22][C:18]1([C:19]([OH:24])=[O:26])[CH2:25][CH:15]([C:12]2[CH:11]=[CH:10][C:9]([CH2:1][CH2:2][CH2:3][CH2:4][CH2:5][CH2:6][CH2:7][CH3:8])=[CH:14][CH:13]=2)[O:16][CH2:17]1, predict the reactants needed to synthesize it. The reactants are: [CH2:1]([C:9]1[CH:14]=[CH:13][C:12]([CH:15]2[CH2:25][C:18]3([NH:22]C(=O)N[C:19]3=[O:24])[CH2:17][O:16]2)=[CH:11][CH:10]=1)[CH2:2][CH2:3][CH2:4][CH2:5][CH2:6][CH2:7][CH3:8].[OH-:26].[Na+].Cl.